Predict the reactants needed to synthesize the given product. From a dataset of Full USPTO retrosynthesis dataset with 1.9M reactions from patents (1976-2016). (1) Given the product [Si:7]([O:6][C:5]1[CH:14]=[C:15]([CH3:16])[C:2]([B:29]([OH:34])[OH:30])=[C:3]([CH3:17])[CH:4]=1)([C:10]([CH3:13])([CH3:12])[CH3:11])([CH3:9])[CH3:8], predict the reactants needed to synthesize it. The reactants are: Br[C:2]1[C:15]([CH3:16])=[CH:14][C:5]([O:6][Si:7]([C:10]([CH3:13])([CH3:12])[CH3:11])([CH3:9])[CH3:8])=[CH:4][C:3]=1[CH3:17].CCCCCC.C([Li])CCC.[B:29](OC(C)C)([O:34]C(C)C)[O:30]C(C)C.Cl. (2) Given the product [CH2:1]([O:3][C:4](=[O:31])[CH2:5][C:6]1[CH:11]=[CH:10][C:9]([NH:12][C:13]2[C:14]3[CH2:27][CH2:26][CH2:25][C:15]=3[N:16]=[C:17]([C:19]3[S:20][C:21]([Cl:24])=[CH:22][CH:23]=3)[N:18]=2)=[C:8]([NH2:28])[CH:7]=1)[CH3:2], predict the reactants needed to synthesize it. The reactants are: [CH2:1]([O:3][C:4](=[O:31])[CH2:5][C:6]1[CH:11]=[CH:10][C:9]([NH:12][C:13]2[C:14]3[CH2:27][CH2:26][CH2:25][C:15]=3[N:16]=[C:17]([C:19]3[S:20][C:21]([Cl:24])=[CH:22][CH:23]=3)[N:18]=2)=[C:8]([N+:28]([O-])=O)[CH:7]=1)[CH3:2].O.C(=O)([O-])[O-].[Na+].[Na+]. (3) Given the product [F:1][CH:2]([F:11])[CH:3]([C:5]1[CH:10]=[CH:9][CH:8]=[CH:7][CH:6]=1)[NH2:16], predict the reactants needed to synthesize it. The reactants are: [F:1][CH:2]([F:11])[C:3]([C:5]1[CH:10]=[CH:9][CH:8]=[CH:7][CH:6]=1)=O.[Cl-].[NH4+].C([N:16](CC)CC)C.[BH4-].[Na+]. (4) Given the product [CH3:18][C:14]1[N:13]=[C:12]([CH2:11][O:10][C:7]2[CH:6]=[CH:5][C:4]([C:3]([N:28]3[CH2:29][CH2:30][CH2:31][C@H:27]3[CH2:26][N:22]3[CH2:23][CH2:24][CH2:25][C@H:21]3[CH3:20])=[O:19])=[CH:9][CH:8]=2)[CH:17]=[CH:16][CH:15]=1, predict the reactants needed to synthesize it. The reactants are: CO[C:3](=[O:19])[C:4]1[CH:9]=[CH:8][C:7]([O:10][CH2:11][C:12]2[CH:17]=[CH:16][CH:15]=[C:14]([CH3:18])[N:13]=2)=[CH:6][CH:5]=1.[CH3:20][C@@H:21]1[CH2:25][CH2:24][CH2:23][N:22]1[CH2:26][C@@H:27]1[CH2:31][CH2:30][CH2:29][NH:28]1. (5) The reactants are: [O:1]1[CH2:6][CH2:5][CH2:4][CH2:3][CH:2]1[CH2:7][OH:8].C(OC1C(OC(=O)C)=C(I)C=CC=1)(=[O:11])C.CC1(C)N([O])C(C)(C)CCC1. Given the product [O:1]1[CH2:6][CH2:5][CH2:4][CH2:3][CH:2]1[C:7]([OH:11])=[O:8], predict the reactants needed to synthesize it. (6) Given the product [ClH:31].[F:30][C:2]([F:1])([F:29])[O:3][C:4]1[C:5]([CH2:20][NH2:21])=[CH:6][C:7]([C:10]2[CH:11]=[CH:12][C:13]([C:16]([F:17])([F:18])[F:19])=[CH:14][CH:15]=2)=[N:8][CH:9]=1, predict the reactants needed to synthesize it. The reactants are: [F:1][C:2]([F:30])([F:29])[O:3][C:4]1[C:5]([CH2:20][NH:21]C(=O)OC(C)(C)C)=[CH:6][C:7]([C:10]2[CH:15]=[CH:14][C:13]([C:16]([F:19])([F:18])[F:17])=[CH:12][CH:11]=2)=[N:8][CH:9]=1.[ClH:31]. (7) Given the product [F:1][C:2]1[CH:3]=[C:4]([S:10]([NH:13][C:14]2[CH:23]=[CH:22][C:17]([C:18]([OH:20])=[O:19])=[CH:16][CH:15]=2)(=[O:11])=[O:12])[CH:5]=[CH:6][C:7]=1[OH:8], predict the reactants needed to synthesize it. The reactants are: [F:1][C:2]1[CH:3]=[C:4]([S:10]([NH:13][C:14]2[CH:23]=[CH:22][C:17]([C:18]([O:20]C)=[O:19])=[CH:16][CH:15]=2)(=[O:12])=[O:11])[CH:5]=[CH:6][C:7]=1[O:8]C.B(Br)(Br)Br. (8) Given the product [C@@H:16]([O:19][C:2]1[CH:10]=[CH:9][C:8]([S:11]([CH3:14])(=[O:13])=[O:12])=[CH:7][C:3]=1[C:4]([OH:6])=[O:5])([CH2:17][CH3:18])[CH3:15], predict the reactants needed to synthesize it. The reactants are: F[C:2]1[CH:10]=[CH:9][C:8]([S:11]([CH3:14])(=[O:13])=[O:12])=[CH:7][C:3]=1[C:4]([OH:6])=[O:5].[CH3:15][C@H:16]([OH:19])[CH2:17][CH3:18].